Task: Regression. Given a peptide amino acid sequence and an MHC pseudo amino acid sequence, predict their binding affinity value. This is MHC class I binding data.. Dataset: Peptide-MHC class I binding affinity with 185,985 pairs from IEDB/IMGT (1) The peptide sequence is KMRRERAAY. The MHC is HLA-A30:01 with pseudo-sequence HLA-A30:01. The binding affinity (normalized) is 0.897. (2) The peptide sequence is ELFARSSDPR. The MHC is HLA-A24:02 with pseudo-sequence HLA-A24:02. The binding affinity (normalized) is 0.0847. (3) The peptide sequence is ITKGLGISYGR. The MHC is HLA-A30:02 with pseudo-sequence HLA-A30:02. The binding affinity (normalized) is 0.131. (4) The peptide sequence is FQVRPQVPL. The MHC is H-2-Ld with pseudo-sequence H-2-Ld. The binding affinity (normalized) is 0. (5) The peptide sequence is TSPQSLTTK. The MHC is HLA-A03:01 with pseudo-sequence HLA-A03:01. The binding affinity (normalized) is 0.0746.